Predict the product of the given reaction. From a dataset of Forward reaction prediction with 1.9M reactions from USPTO patents (1976-2016). (1) Given the reactants [C:1]([CH2:3][C:4]1[S:5][CH:6]=[C:7]([C:9]2[S:13][C:12]([NH:14][C:15](=[O:25])[CH2:16][CH2:17][C:18]([O:20]C(C)(C)C)=[O:19])=[N:11][C:10]=2[CH3:26])[N:8]=1)#[N:2].FC(F)(F)C(O)=O, predict the reaction product. The product is: [C:1]([CH2:3][C:4]1[S:5][CH:6]=[C:7]([C:9]2[S:13][C:12]([NH:14][C:15](=[O:25])[CH2:16][CH2:17][C:18]([OH:20])=[O:19])=[N:11][C:10]=2[CH3:26])[N:8]=1)#[N:2]. (2) Given the reactants [CH2:1]([O:3][C:4](=[O:14])[CH2:5][C:6](=[O:13])[CH2:7][O:8][C:9]([CH3:12])([CH3:11])[CH3:10])[CH3:2].[Cl-].[Mg+2].[Cl-].N1C=CC=CC=1.[C:24](Cl)(=[O:26])[CH3:25], predict the reaction product. The product is: [CH2:1]([O:3][C:4](=[O:14])[CH:5]([C:24](=[O:26])[CH3:25])[C:6](=[O:13])[CH2:7][O:8][C:9]([CH3:10])([CH3:12])[CH3:11])[CH3:2]. (3) Given the reactants Cl[C:2]1[N:7]=[C:6]([NH:8][CH:9]2[CH2:12][CH2:11][CH2:10]2)[C:5]([N+:13]([O-:15])=[O:14])=[CH:4][CH:3]=1.[CH3:16][O:17][CH:18]1[CH2:23][CH2:22][NH:21][CH2:20][CH2:19]1, predict the reaction product. The product is: [CH:9]1([NH:8][C:6]2[C:5]([N+:13]([O-:15])=[O:14])=[CH:4][CH:3]=[C:2]([N:21]3[CH2:22][CH2:23][CH:18]([O:17][CH3:16])[CH2:19][CH2:20]3)[N:7]=2)[CH2:12][CH2:11][CH2:10]1.